Predict which catalyst facilitates the given reaction. From a dataset of Catalyst prediction with 721,799 reactions and 888 catalyst types from USPTO. (1) Reactant: [Cl:1][CH2:2][CH2:3][CH2:4][CH2:5][CH2:6][CH2:7][CH2:8][CH2:9][OH:10].[O:11]1[CH:16]=[CH:15][CH2:14][CH2:13][CH2:12]1.O.C1(C)C=CC(S(O)(=O)=O)=CC=1. Product: [Cl:1][CH2:2][CH2:3][CH2:4][CH2:5][CH2:6][CH2:7][CH2:8][CH2:9][O:10][CH:12]1[CH2:13][CH2:14][CH2:15][CH2:16][O:11]1. The catalyst class is: 2. (2) Reactant: C[O:2][C:3](=[O:16])[CH2:4][C:5]1([C:10]2[CH:15]=[CH:14][N:13]=[CH:12][CH:11]=2)[NH:9][CH:8]=[CH:7][S:6]1.O. Product: [N:13]1[CH:12]=[CH:11][C:10]([C:5]2([CH2:4][C:3]([OH:16])=[O:2])[NH:9][CH:8]=[CH:7][S:6]2)=[CH:15][CH:14]=1. The catalyst class is: 5.